This data is from Forward reaction prediction with 1.9M reactions from USPTO patents (1976-2016). The task is: Predict the product of the given reaction. Given the reactants [OH:1][CH2:2][C@@H:3]([C@H:5]([C@@H:7]([C@@H:9]([CH2:11][OH:12])[OH:10])[OH:8])[OH:6])[OH:4].C([O-])([O-])=O.[Ca+2], predict the reaction product. The product is: [OH:8][C:7]1[C@@H:5]([C@@H:3]([OH:4])[CH2:2][OH:1])[O:6][C:11](=[O:12])[C:9]=1[OH:10].